Dataset: Peptide-MHC class I binding affinity with 185,985 pairs from IEDB/IMGT. Task: Regression. Given a peptide amino acid sequence and an MHC pseudo amino acid sequence, predict their binding affinity value. This is MHC class I binding data. (1) The peptide sequence is FENDIDEIL. The MHC is HLA-A02:03 with pseudo-sequence HLA-A02:03. The binding affinity (normalized) is 0.248. (2) The peptide sequence is SSNKDPITVY. The MHC is HLA-A31:01 with pseudo-sequence HLA-A31:01. The binding affinity (normalized) is 0. (3) The peptide sequence is RQYTAFTLPSV. The MHC is HLA-B27:05 with pseudo-sequence HLA-B27:05. The binding affinity (normalized) is 0.558. (4) The peptide sequence is VAVKGRFQL. The MHC is H-2-Kb with pseudo-sequence H-2-Kb. The binding affinity (normalized) is 0.211. (5) The peptide sequence is YQAFRTKVH. The MHC is HLA-B57:01 with pseudo-sequence HLA-B57:01. The binding affinity (normalized) is 0.0847. (6) The peptide sequence is AIFNNRNLAA. The MHC is HLA-A02:02 with pseudo-sequence HLA-A02:02. The binding affinity (normalized) is 0.435.